Dataset: Full USPTO retrosynthesis dataset with 1.9M reactions from patents (1976-2016). Task: Predict the reactants needed to synthesize the given product. (1) Given the product [O:4]1[C:5]2([CH2:10][CH2:9][CH:8]([C:11]3[S:19][C:18]4[C:13](=[N:14][CH:15]=[CH:16][C:17]=4[O:20][C:21]4[CH:27]=[CH:26][C:24]([NH:25][C:43]([C:40]5[C:41](=[O:42])[N:36]([C:33]6[CH:34]=[CH:35][C:30]([F:29])=[CH:31][CH:32]=6)[N:37]=[CH:38][CH:39]=5)=[O:44])=[CH:23][C:22]=4[F:28])[CH:12]=3)[CH2:7][CH2:6]2)[O:1][CH2:2][CH2:3]1, predict the reactants needed to synthesize it. The reactants are: [O:1]1[C:5]2([CH2:10][CH2:9][CH:8]([C:11]3[S:19][C:18]4[C:13](=[N:14][CH:15]=[CH:16][C:17]=4[O:20][C:21]4[CH:27]=[CH:26][C:24]([NH2:25])=[CH:23][C:22]=4[F:28])[CH:12]=3)[CH2:7][CH2:6]2)[O:4][CH2:3][CH2:2]1.[F:29][C:30]1[CH:35]=[CH:34][C:33]([N:36]2[C:41](=[O:42])[C:40]([C:43](O)=[O:44])=[CH:39][CH:38]=[N:37]2)=[CH:32][CH:31]=1.Cl.C(N=C=NCCCN(C)C)C.N1(O)C2C=CC=CC=2N=N1.C(N(C(C)C)C(C)C)C. (2) The reactants are: C(OC([NH:11][C@@H:12]([CH2:23][C:24]1[CH:29]=[CH:28][C:27]([C:30]2[N:35]=[CH:34][C:33]([C:36]3[CH:41]=[CH:40][C:39]([O:42][CH2:43][CH2:44][CH2:45][CH:46]([CH3:48])[CH3:47])=[CH:38][CH:37]=3)=[CH:32][N:31]=2)=[CH:26][CH:25]=1)[C:13]([N:15]1[CH2:18][CH:17]([C:19]([O:21][CH3:22])=[O:20])[CH2:16]1)=[O:14])=O)C1C=CC=CC=1.C(O)(=O)C.CO. Given the product [C:19]([OH:21])(=[O:20])[CH3:17].[NH2:11][C@@H:12]([CH2:23][C:24]1[CH:29]=[CH:28][C:27]([C:30]2[N:35]=[CH:34][C:33]([C:36]3[CH:37]=[CH:38][C:39]([O:42][CH2:43][CH2:44][CH2:45][CH:46]([CH3:48])[CH3:47])=[CH:40][CH:41]=3)=[CH:32][N:31]=2)=[CH:26][CH:25]=1)[C:13]([N:15]1[CH2:16][CH:17]([C:19]([O:21][CH3:22])=[O:20])[CH2:18]1)=[O:14], predict the reactants needed to synthesize it. (3) Given the product [Br:15][C:16]1[CH:21]=[CH:20][C:19]([N:22]2[CH2:23][CH2:24][N:25]([CH3:28])[CH2:26][CH2:27]2)=[CH:18][C:17]=1[NH:29][S:11]([C:2]1[CH:3]=[CH:4][C:5]2[C:10](=[CH:9][CH:8]=[CH:7][CH:6]=2)[CH:1]=1)(=[O:13])=[O:12], predict the reactants needed to synthesize it. The reactants are: [CH:1]1[C:10]2[C:5](=[CH:6][CH:7]=[CH:8][CH:9]=2)[CH:4]=[CH:3][C:2]=1[S:11](Cl)(=[O:13])=[O:12].[Br:15][C:16]1[CH:21]=[CH:20][C:19]([N:22]2[CH2:27][CH2:26][N:25]([CH3:28])[CH2:24][CH2:23]2)=[CH:18][C:17]=1[NH2:29]. (4) Given the product [NH2:22][C:20]1[S:21][C:17]2[C:16]([C:26]3[CH:27]=[CH:28][C:29]([Cl:32])=[CH:30][CH:31]=3)=[C:15]([C@H:9]([O:10][C:11]([CH3:13])([CH3:12])[CH3:14])[CH2:8][OH:7])[C:24]([CH3:25])=[CH:23][C:18]=2[N:19]=1, predict the reactants needed to synthesize it. The reactants are: C([O:7][CH2:8][C@H:9]([C:15]1[C:24]([CH3:25])=[CH:23][C:18]2[N:19]=[C:20]([NH2:22])[S:21][C:17]=2[C:16]=1[C:26]1[CH:31]=[CH:30][C:29]([Cl:32])=[CH:28][CH:27]=1)[O:10][C:11]([CH3:14])([CH3:13])[CH3:12])(=O)C(C)(C)C.CCO.C1COCC1. (5) Given the product [C:15]([O:19][C:20]1[CH:21]=[C:22]([C@H:33]([OH:40])[CH2:34][NH:1][C:2]([CH3:14])([CH3:13])[CH2:3][C:4]2[CH:9]=[CH:8][C:7]([N:10]([CH3:11])[CH3:12])=[CH:6][CH:5]=2)[C:23]2[S:27][C:26]([O:28][CH:29]([CH3:30])[CH3:31])=[N:25][C:24]=2[CH:32]=1)([CH3:16])([CH3:18])[CH3:17], predict the reactants needed to synthesize it. The reactants are: [NH2:1][C:2]([CH3:14])([CH3:13])[CH2:3][C:4]1[CH:9]=[CH:8][C:7]([N:10]([CH3:12])[CH3:11])=[CH:6][CH:5]=1.[C:15]([O:19][C:20]1[CH:21]=[C:22]([C@H:33]([OH:40])[CH2:34]OS(C)(=O)=O)[C:23]2[S:27][C:26]([O:28][CH:29]([CH3:31])[CH3:30])=[N:25][C:24]=2[CH:32]=1)([CH3:18])([CH3:17])[CH3:16]. (6) Given the product [N:6]1[CH:11]=[CH:10][CH:9]=[C:8]([N:12]2[C:13]3[CH:18]=[CH:17][CH:16]=[CH:15][C:14]=3[NH:19][C:4]2=[O:5])[CH:7]=1, predict the reactants needed to synthesize it. The reactants are: CN([CH:4]=[O:5])C.[N:6]1[CH:11]=[CH:10][CH:9]=[C:8]([NH:12][C:13]2[C:14]([NH2:19])=[CH:15][CH:16]=[CH:17][CH:18]=2)[CH:7]=1. (7) Given the product [N:12]1[C:11]2[CH2:26][CH2:27][NH:8][CH2:9][C:10]=2[C:15]([O:16][C@H:17]2[CH2:21][CH2:20][N:19]([C:22](=[O:25])[CH2:23][CH3:24])[CH2:18]2)=[N:14][CH:13]=1, predict the reactants needed to synthesize it. The reactants are: C([N:8]1[CH2:27][CH2:26][C:11]2[N:12]=[CH:13][N:14]=[C:15]([O:16][C@H:17]3[CH2:21][CH2:20][N:19]([C:22](=[O:25])[CH2:23][CH3:24])[CH2:18]3)[C:10]=2[CH2:9]1)C1C=CC=CC=1.C([O-])=O.[NH4+].